Dataset: hERG potassium channel inhibition data for cardiac toxicity prediction from Karim et al.. Task: Regression/Classification. Given a drug SMILES string, predict its toxicity properties. Task type varies by dataset: regression for continuous values (e.g., LD50, hERG inhibition percentage) or binary classification for toxic/non-toxic outcomes (e.g., AMES mutagenicity, cardiotoxicity, hepatotoxicity). Dataset: herg_karim. (1) The drug is CC(C)(C)[C@H](O)C(=O)N1CC(c2cc(F)ccc2F)=C[C@H]1c1cccc(O)c1. The result is 1 (blocker). (2) The molecule is O=C(O)CC1CCC2(CC1)CCN(c1ccc(-c3nc4cc(C(F)(F)F)ccc4[nH]3)cn1)CC2. The result is 1 (blocker). (3) The molecule is O=C(/C=C/c1ccc2c(c1)CN(S(=O)(=O)c1cccs1)C2)NO. The result is 0 (non-blocker). (4) The drug is CCN(CC)C(=O)c1ccc(C2=CC3(CCN(C)CC3)Oc3ccccc32)cc1. The result is 1 (blocker). (5) The compound is C[C@@H]1CCCN1CCc1ccc2cc(-c3ccc(C#N)cc3)ccc2c1. The result is 1 (blocker). (6) The compound is O=C(CCc1ccccc1)NC1CCC(O)(c2ccc(O)cc2)CC1. The result is 0 (non-blocker).